From a dataset of Full USPTO retrosynthesis dataset with 1.9M reactions from patents (1976-2016). Predict the reactants needed to synthesize the given product. Given the product [C:1]1([S:7]([N:10]2[C:22]3[CH:21]=[CH:20][CH:19]=[C:18]([OH:23])[C:17]=3[C:16]3[C:11]2=[CH:12][CH:13]=[CH:14][CH:15]=3)(=[O:9])=[O:8])[CH:2]=[CH:3][CH:4]=[CH:5][CH:6]=1, predict the reactants needed to synthesize it. The reactants are: [C:1]1([S:7]([N:10]2[C:22]3[CH:21]=[CH:20][CH:19]=[C:18]([O:23]C(=O)C)[C:17]=3[C:16]3[C:11]2=[CH:12][CH:13]=[CH:14][CH:15]=3)(=[O:9])=[O:8])[CH:6]=[CH:5][CH:4]=[CH:3][CH:2]=1.[OH-].[Na+].